From a dataset of Reaction yield outcomes from USPTO patents with 853,638 reactions. Predict the reaction yield, written as a fraction of the theoretical maximum amount of product (1.0 means a 100% yield; for example, 0.34 means a 34% yield). (1) The reactants are Br[C:2]1[C:11]2[CH2:10][CH2:9][CH2:8][C@@H:7]([NH:12][C:13](=[O:15])[CH3:14])[C:6]=2[CH:5]=[N:4][CH:3]=1.[C:16]([C:18]1[CH:23]=[CH:22][C:21](B(O)O)=[CH:20][CH:19]=1)#[N:17]. No catalyst specified. The product is [C:16]([C:18]1[CH:23]=[CH:22][C:21]([C:2]2[C:11]3[CH2:10][CH2:9][CH2:8][C@@H:7]([NH:12][C:13](=[O:15])[CH3:14])[C:6]=3[CH:5]=[N:4][CH:3]=2)=[CH:20][CH:19]=1)#[N:17]. The yield is 0.870. (2) The reactants are [Br:1][C:2]1[CH:3]=[C:4]2[C:10](I)=[CH:9][N:8]([S:12]([C:15]3[CH:20]=[CH:19][C:18]([CH3:21])=[CH:17][CH:16]=3)(=[O:14])=[O:13])[C:5]2=[N:6][CH:7]=1.[CH3:22][NH:23][C:24]([C:26]1[CH:31]=[CH:30][C:29](B(O)O)=[CH:28][CH:27]=1)=[O:25].C([O-])([O-])=O.[Na+].[Na+].O. The catalyst is CC#N.Cl[Pd](Cl)([P](C1C=CC=CC=1)(C1C=CC=CC=1)C1C=CC=CC=1)[P](C1C=CC=CC=1)(C1C=CC=CC=1)C1C=CC=CC=1. The product is [Br:1][C:2]1[CH:3]=[C:4]2[C:10]([C:29]3[CH:30]=[CH:31][C:26]([C:24]([NH:23][CH3:22])=[O:25])=[CH:27][CH:28]=3)=[CH:9][N:8]([S:12]([C:15]3[CH:20]=[CH:19][C:18]([CH3:21])=[CH:17][CH:16]=3)(=[O:14])=[O:13])[C:5]2=[N:6][CH:7]=1. The yield is 1.21. (3) The reactants are Br[C:2]1[N:7]=[C:6]2[N:8]([C@H:12]([C:14]3[CH:19]=[CH:18][CH:17]=[CH:16][CH:15]=3)[CH3:13])[C:9]([OH:11])=[N:10][C:5]2=[N:4][CH:3]=1.[CH3:20][S-:21].[Na+].CN1CCCC1=O. The catalyst is CCOC(C)=O. The product is [CH3:20][S:21][C:2]1[N:7]=[C:6]2[N:8]([C@H:12]([C:14]3[CH:19]=[CH:18][CH:17]=[CH:16][CH:15]=3)[CH3:13])[C:9]([OH:11])=[N:10][C:5]2=[N:4][CH:3]=1. The yield is 0.240. (4) The reactants are [O:1]1[C:10]2[C:5](=[CH:6][C:7]([C:11](=[O:13])C)=[CH:8][CH:9]=2)[CH2:4][CH2:3][CH2:2]1.Cl[O-].[Na+].S(=O)(O)[O-:18].[Na+].Cl. No catalyst specified. The product is [O:1]1[C:10]2[C:5](=[CH:6][C:7]([C:11]([OH:13])=[O:18])=[CH:8][CH:9]=2)[CH2:4][CH2:3][CH2:2]1. The yield is 0.820. (5) The reactants are [C:1]([C:5]1[CH:10]=[CH:9][C:8]([C:11]2[N:15]([CH2:16][C:17]3[CH:22]=[CH:21][CH:20]=[CH:19][CH:18]=3)[N:14]=[C:13]([C:23](=O)[CH3:24])[C:12]=2[OH:26])=[CH:7][CH:6]=1)([CH3:4])([CH3:3])[CH3:2].[NH:27]([C:29]([NH:31][C:32]1[CH:40]=[CH:39][C:35]([C:36]([OH:38])=[O:37])=[CH:34][CH:33]=1)=[S:30])[NH2:28].CN(C)C=O. The catalyst is Cl.O. The product is [C:1]([C:5]1[CH:6]=[CH:7][C:8]([C:11]2[N:15]([CH2:16][C:17]3[CH:18]=[CH:19][CH:20]=[CH:21][CH:22]=3)[N:14]=[C:13]([C:23](=[N:28][NH:27][C:29]([NH:31][C:32]3[CH:40]=[CH:39][C:35]([C:36]([OH:38])=[O:37])=[CH:34][CH:33]=3)=[S:30])[CH3:24])[C:12]=2[OH:26])=[CH:9][CH:10]=1)([CH3:4])([CH3:3])[CH3:2]. The yield is 0.700. (6) The reactants are [CH2:1]([N:3]1[C:8]2[N:9]=[C:10]([NH:13][C:14]3[CH:19]=[CH:18][C:17]([N:20]4[CH2:25][CH2:24][N:23](C(OC(C)(C)C)=O)[CH2:22][CH2:21]4)=[C:16]([F:33])[CH:15]=3)[N:11]=[CH:12][C:7]=2[CH:6]=[C:5]([C:34]2[CH:39]=[CH:38][CH:37]=[CH:36][CH:35]=2)[C:4]1=[O:40])[CH3:2].[ClH:41]. The catalyst is C(OCC)(=O)C.C(OCC)C. The product is [ClH:41].[CH2:1]([N:3]1[C:8]2[N:9]=[C:10]([NH:13][C:14]3[CH:19]=[CH:18][C:17]([N:20]4[CH2:25][CH2:24][NH:23][CH2:22][CH2:21]4)=[C:16]([F:33])[CH:15]=3)[N:11]=[CH:12][C:7]=2[CH:6]=[C:5]([C:34]2[CH:35]=[CH:36][CH:37]=[CH:38][CH:39]=2)[C:4]1=[O:40])[CH3:2]. The yield is 0.870.